Dataset: Reaction yield outcomes from USPTO patents with 853,638 reactions. Task: Predict the reaction yield, written as a fraction of the theoretical maximum amount of product (1.0 means a 100% yield; for example, 0.34 means a 34% yield). (1) The reactants are Cl.[C:2]([O:6][C:7](=[O:14])[C@H:8]([C:10]([CH3:13])([CH3:12])[CH3:11])[NH2:9])([CH3:5])([CH3:4])[CH3:3].C(N(CC)CC)C.[O:22]([CH2:29][C:30](Cl)=[O:31])[C:23]1[CH:28]=[CH:27][CH:26]=[CH:25][CH:24]=1. The catalyst is C1COCC1. The product is [CH3:11][C:10]([CH3:13])([CH3:12])[C@H:8]([NH:9][C:30](=[O:31])[CH2:29][O:22][C:23]1[CH:28]=[CH:27][CH:26]=[CH:25][CH:24]=1)[C:7]([O:6][C:2]([CH3:5])([CH3:4])[CH3:3])=[O:14]. The yield is 0.800. (2) The reactants are [F:1][C:2]1[C:7]2[C:8]([C:11]([OH:13])=O)=[N:9][S:10][C:6]=2[CH:5]=[CH:4][CH:3]=1.[NH2:14][C:15]1[C:20]([Cl:21])=[CH:19][C:18]([CH2:22][C:23]([O:25]CC)=[O:24])=[C:17]([F:28])[CH:16]=1.C1C=CC2N(O)N=NC=2C=1.CCN=C=NCCCN(C)C.Cl.[OH-].[Na+]. The catalyst is CN(C=O)C.CN(C1C=CN=CC=1)C.Cl.C1COCC1. The product is [Cl:21][C:20]1[C:15]([NH:14][C:11]([C:8]2[C:7]3[C:2]([F:1])=[CH:3][CH:4]=[CH:5][C:6]=3[S:10][N:9]=2)=[O:13])=[CH:16][C:17]([F:28])=[C:18]([CH2:22][C:23]([OH:25])=[O:24])[CH:19]=1. The yield is 0.220. (3) The reactants are [C:1]1([C:7](=O)[CH2:8][C:9]2[CH:14]=[CH:13][CH:12]=[CH:11][CH:10]=2)[CH:6]=[CH:5][CH:4]=[CH:3][CH:2]=1.[CH:16]([C:18]1[CH:19]=[CH:20][C:21]([OH:27])=[C:22]([CH:26]=1)[C:23]([OH:25])=[O:24])=O.[NH2:28][C:29]([NH2:31])=[O:30].Cl. The catalyst is CCO. The product is [OH:27][C:21]1[CH:20]=[CH:19][C:18]([CH:16]2[C:8]([C:9]3[CH:14]=[CH:13][CH:12]=[CH:11][CH:10]=3)=[C:7]([C:1]3[CH:6]=[CH:5][CH:4]=[CH:3][CH:2]=3)[NH:31][C:29](=[O:30])[NH:28]2)=[CH:26][C:22]=1[C:23]([OH:25])=[O:24]. The yield is 0.102. (4) The reactants are [CH:1]1([C:4]2[C:5]([N:22]([CH2:27][C:28]3[CH:33]=[CH:32][C:31]([O:34][CH3:35])=[CH:30][CH:29]=3)[S:23]([CH3:26])(=[O:25])=[O:24])=[CH:6][C:7]3[O:11][C:10]([C:12]4[CH:17]=[CH:16][C:15]([F:18])=[CH:14][CH:13]=4)=[C:9]([CH:19]=O)[C:8]=3[CH:21]=2)[CH2:3][CH2:2]1.[CH2:36]([NH2:39])[CH2:37][NH2:38].BrN1C(=O)CCC1=O.CCCCCC.C(OCC)(=O)C. The catalyst is ClCCl. The product is [CH:1]1([C:4]2[C:5]([N:22]([CH2:27][C:28]3[CH:33]=[CH:32][C:31]([O:34][CH3:35])=[CH:30][CH:29]=3)[S:23]([CH3:26])(=[O:24])=[O:25])=[CH:6][C:7]3[O:11][C:10]([C:12]4[CH:17]=[CH:16][C:15]([F:18])=[CH:14][CH:13]=4)=[C:9]([C:19]4[NH:38][CH2:37][CH2:36][N:39]=4)[C:8]=3[CH:21]=2)[CH2:2][CH2:3]1. The yield is 0.910. (5) The reactants are [O:1]=O.[B].[CH2:4](B)[CH2:5][CH2:6][CH2:7][CH2:8][CH2:9][CH2:10][CH2:11][CH2:12][CH2:13]CCC.[OH-].[Na+]. The catalyst is C(Cl)Cl. The product is [CH2:4]([OH:1])[CH2:5][CH2:6][CH2:7][CH2:8][CH2:9][CH2:10][CH2:11][CH2:12][CH3:13]. The yield is 0.800. (6) The reactants are [Mg].Br[CH:3]([CH3:8])[CH2:4][CH2:5][CH:6]=[CH2:7].[CH2:9]1[O:12][C@H:10]1[CH3:11]. The catalyst is C1COCC1.[Cu](Br)Br.II. The product is [CH3:7][CH:6]([CH2:5][CH2:4][CH:3]=[CH2:8])[CH2:9][C@@H:10]([OH:12])[CH3:11]. The yield is 0.300. (7) The reactants are [C:1]([C:3]1[C:12]2[C:7](=[CH:8][CH:9]=[CH:10][CH:11]=2)[C:6](F)=[CH:5][CH:4]=1)#[N:2].[C:14]1([N:20]2[C:24]3([CH2:29][CH2:28][NH:27][CH2:26][CH2:25]3)[C:23](=[O:30])[NH:22][CH2:21]2)[CH:19]=[CH:18][CH:17]=[CH:16][CH:15]=1. No catalyst specified. The product is [O:30]=[C:23]1[C:24]2([CH2:25][CH2:26][N:27]([C:6]3[C:7]4[C:12](=[CH:11][CH:10]=[CH:9][CH:8]=4)[C:3]([C:1]#[N:2])=[CH:4][CH:5]=3)[CH2:28][CH2:29]2)[N:20]([C:14]2[CH:19]=[CH:18][CH:17]=[CH:16][CH:15]=2)[CH2:21][NH:22]1. The yield is 0.160. (8) The reactants are [S:1]1[CH:5]=[CH:4][C:3]([N:6]2[C:14]3[C:9](=[CH:10][CH:11]=[CH:12][CH:13]=3)[C:8](=O)[C:7]2=[O:16])=[CH:2]1.[NH2:17][C:18]1[CH:23]=[CH:22][C:21]([CH3:24])=[CH:20][CH:19]=1. The catalyst is CC(O)=O.CO. The product is [CH3:24][C:21]1[CH:22]=[CH:23][C:18](/[N:17]=[C:8]2/[C:7](=[O:16])[N:6]([C:3]3[CH:4]=[CH:5][S:1][CH:2]=3)[C:14]3[C:9]/2=[CH:10][CH:11]=[CH:12][CH:13]=3)=[CH:19][CH:20]=1. The yield is 0.500.